Dataset: Full USPTO retrosynthesis dataset with 1.9M reactions from patents (1976-2016). Task: Predict the reactants needed to synthesize the given product. (1) Given the product [Cl:1][C:2]1[CH:14]=[CH:13][C:12]([CH2:15][N:16]2[C:24]3[C:19](=[CH:20][C:21]([C:25](=[O:38])[NH:26][C@H:27]([C:29]4[CH:34]=[CH:33][CH:32]=[C:31]([CH:35]([CH3:36])[CH3:37])[CH:30]=4)[CH3:28])=[CH:22][CH:23]=3)[C:18]([CH3:39])=[C:17]2[CH3:40])=[CH:11][C:3]=1[O:4][C@@H:5]([CH3:10])[C:6]([OH:8])=[O:7], predict the reactants needed to synthesize it. The reactants are: [Cl:1][C:2]1[CH:14]=[CH:13][C:12]([CH2:15][N:16]2[C:24]3[C:19](=[CH:20][C:21]([C:25](=[O:38])[NH:26][C@H:27]([C:29]4[CH:34]=[CH:33][CH:32]=[C:31]([CH:35]([CH3:37])[CH3:36])[CH:30]=4)[CH3:28])=[CH:22][CH:23]=3)[C:18]([CH3:39])=[C:17]2[CH3:40])=[CH:11][C:3]=1[O:4][C@@H:5]([CH3:10])[C:6]([O:8]C)=[O:7].CS(C)=O.O.[OH-].[Na+]. (2) Given the product [OH:17][C:18]1([C:24]2[S:25][CH:26]=[CH:27][CH:28]=2)[CH2:19][CH2:20][N:21]([CH:34]([CH3:35])[C:39]([N:11]2[C:12]3[C:7](=[CH:6][CH:5]=[CH:14][CH:13]=3)[CH2:8][CH2:9][C:10]2=[O:15])=[O:40])[CH2:22][CH2:23]1, predict the reactants needed to synthesize it. The reactants are: BrC(C)C([C:5]1[CH:6]=[C:7]2[C:12](=[CH:13][CH:14]=1)[NH:11][C:10](=[O:15])[CH2:9][CH2:8]2)=O.[OH:17][C:18]1([C:24]2[S:25][CH:26]=[CH:27][CH:28]=2)[CH2:23][CH2:22][NH:21][CH2:20][CH2:19]1.C(N([CH2:34][CH3:35])CC)C.CN([CH:39]=[O:40])C.